This data is from Reaction yield outcomes from USPTO patents with 853,638 reactions. The task is: Predict the reaction yield, written as a fraction of the theoretical maximum amount of product (1.0 means a 100% yield; for example, 0.34 means a 34% yield). The reactants are [CH3:1][C:2]1[CH:19]=[CH:18][C:17]([N+:20]([O-])=O)=[CH:16][C:3]=1/[CH:4]=[CH:5]/[C:6]1[C:10]2[N:11]=[CH:12][N:13]=[C:14]([NH2:15])[C:9]=2[S:8][CH:7]=1.O.O.Cl[Sn]Cl.Cl.[NH4+].[OH-].C([O-])([O-])=O.[Na+].[Na+]. The catalyst is C(OCC)(=O)C. The product is [NH2:20][C:17]1[CH:18]=[CH:19][C:2]([CH3:1])=[C:3]([CH:16]=1)/[CH:4]=[CH:5]/[C:6]1[C:10]2[N:11]=[CH:12][N:13]=[C:14]([NH2:15])[C:9]=2[S:8][CH:7]=1. The yield is 0.840.